This data is from Forward reaction prediction with 1.9M reactions from USPTO patents (1976-2016). The task is: Predict the product of the given reaction. (1) Given the reactants [Cl:1][C:2]1[CH:3]=[C:4]([C:8]#[C:9][C:10]2[NH:11][O:12][CH:13]3[NH:17][CH2:16][CH2:15][C:14]=23)[CH:5]=[CH:6][CH:7]=1.[S:18]1[CH:22]=[C:21]([C:23](Cl)=[O:24])[N:20]=[CH:19]1, predict the reaction product. The product is: [Cl:1][C:2]1[CH:3]=[C:4]([C:8]#[C:9][C:10]2[CH:14]3[CH2:15][CH2:16][N:17]([C:23]([C:21]4[N:20]=[CH:19][S:18][CH:22]=4)=[O:24])[CH:13]3[O:12][N:11]=2)[CH:5]=[CH:6][CH:7]=1. (2) Given the reactants C[O:2][C:3]([C@H:5]1[C@@H:9]([CH2:10][C:11]2[CH:16]=[CH:15][CH:14]=[CH:13][CH:12]=2)[CH2:8][N:7]([CH2:17][C:18]2[CH:23]=[CH:22][CH:21]=[CH:20][CH:19]=2)[CH2:6]1)=[O:4].Cl.[OH-].[Na+], predict the reaction product. The product is: [CH2:17]([N:7]1[CH2:8][C@H:9]([CH2:10][C:11]2[CH:12]=[CH:13][CH:14]=[CH:15][CH:16]=2)[C@H:5]([C:3]([OH:4])=[O:2])[CH2:6]1)[C:18]1[CH:19]=[CH:20][CH:21]=[CH:22][CH:23]=1.